From a dataset of Reaction yield outcomes from USPTO patents with 853,638 reactions. Predict the reaction yield, written as a fraction of the theoretical maximum amount of product (1.0 means a 100% yield; for example, 0.34 means a 34% yield). (1) The reactants are [NH2:1][C:2]1[N:7]=[C:6]([CH2:8][C:9]2[C:14]([Cl:15])=[CH:13][CH:12]=[CH:11][C:10]=2[Cl:16])[N:5]=[C:4]([NH:17][C:18]2[CH:25]=[CH:24][C:21]([C:22]#[N:23])=[CH:20][CH:19]=2)[N:3]=1.[C:26](OC(=O)C)(=[O:28])[CH3:27]. No catalyst specified. The product is [C:22]([C:21]1[CH:20]=[CH:19][C:18]([NH:17][C:4]2[N:5]=[C:6]([CH2:8][C:9]3[C:14]([Cl:15])=[CH:13][CH:12]=[CH:11][C:10]=3[Cl:16])[N:7]=[C:2]([NH:1][C:26](=[O:28])[CH3:27])[N:3]=2)=[CH:25][CH:24]=1)#[N:23]. The yield is 0.450. (2) The reactants are FC(F)(F)S(O[C:7]1[CH:8]=[CH:9][CH:10]=[C:11]2[C:15]=1[NH:14][C:13]1[N:16]=[CH:17][C:18]([CH3:20])=[CH:19][C:12]2=1)(=O)=O.C(=O)([O-])[O-].[Na+].[Na+].[C:29]1(B(O)O)[CH:34]=[CH:33][CH:32]=[CH:31][CH:30]=1.CN(C)C(=O)C. The catalyst is O1CCCC1.C1C=CC([P]([Pd]([P](C2C=CC=CC=2)(C2C=CC=CC=2)C2C=CC=CC=2)([P](C2C=CC=CC=2)(C2C=CC=CC=2)C2C=CC=CC=2)[P](C2C=CC=CC=2)(C2C=CC=CC=2)C2C=CC=CC=2)(C2C=CC=CC=2)C2C=CC=CC=2)=CC=1.O. The product is [CH3:20][C:18]1[CH:17]=[N:16][C:13]2[NH:14][C:15]3[C:11]([C:12]=2[CH:19]=1)=[CH:10][CH:9]=[CH:8][C:7]=3[C:29]1[CH:34]=[CH:33][CH:32]=[CH:31][CH:30]=1. The yield is 0.588. (3) The reactants are C[O:2][C:3]([C:5]1[N:6]=[C:7]2[C:12]([NH:13][C:14](=[O:16])[CH3:15])=[CH:11][C:10]([C:17]3[CH:21]=[CH:20][O:19][CH:18]=3)=[CH:9][N:8]2[C:22]=1[Cl:23])=[O:4].[OH-].[Na+]. The catalyst is C1COCC1. The product is [C:14]([NH:13][C:12]1[C:7]2[N:8]([C:22]([Cl:23])=[C:5]([C:3]([OH:4])=[O:2])[N:6]=2)[CH:9]=[C:10]([C:17]2[CH:21]=[CH:20][O:19][CH:18]=2)[CH:11]=1)(=[O:16])[CH3:15]. The yield is 0.520. (4) The product is [OH:25][CH:23]([C:3]1[C:2]([OH:1])=[CH:15][C:14]2[CH:13]3[CH:8]([CH2:9][CH2:10][CH2:11][CH2:12]3)[CH:7]([C:16]3[CH:21]=[CH:20][C:19]([OH:22])=[CH:18][CH:17]=3)[CH2:6][C:5]=2[CH:4]=1)[CH3:24]. The catalyst is C(O)C.O. The yield is 1.00. The reactants are [OH:1][C:2]1[C:3]([C:23](=[O:25])[CH3:24])=[CH:4][C:5]2[CH2:6][CH:7]([C:16]3[CH:21]=[CH:20][C:19]([OH:22])=[CH:18][CH:17]=3)[CH:8]3[CH:13]([C:14]=2[CH:15]=1)[CH2:12][CH2:11][CH2:10][CH2:9]3.[BH4-].[Na+].C(OCC)(=O)C.C(=O)(O)[O-].[Na+]. (5) The reactants are [CH2:1]([O:8][C:9]1[C:10]([C:19]([O-])=[O:20])=[CH:11][C:12]2[C:17]([CH:18]=1)=[CH:16][CH:15]=[CH:14][CH:13]=2)[C:2]1[CH:7]=[CH:6][CH:5]=[CH:4][CH:3]=1.[Na+].Cl.[BH4-].[Na+]. The catalyst is O.C(COC)OC. The product is [CH2:1]([O:8][C:9]1[C:10]([CH2:19][OH:20])=[CH:11][C:12]2[C:17]([CH:18]=1)=[CH:16][CH:15]=[CH:14][CH:13]=2)[C:2]1[CH:3]=[CH:4][CH:5]=[CH:6][CH:7]=1. The yield is 1.00. (6) The reactants are Br[C:2]1[CH:3]=[N:4][C:5]2[C:10]([CH:11]=1)=[CH:9][CH:8]=[CH:7][CH:6]=2.[C:12]([O:16][CH3:17])(=[O:15])[CH:13]=[CH2:14]. No catalyst specified. The product is [N:4]1[C:5]2[C:10](=[CH:9][CH:8]=[CH:7][CH:6]=2)[CH:11]=[C:2](/[CH:14]=[CH:13]/[C:12]([O:16][CH3:17])=[O:15])[CH:3]=1. The yield is 0.670.